This data is from Forward reaction prediction with 1.9M reactions from USPTO patents (1976-2016). The task is: Predict the product of the given reaction. (1) Given the reactants Cl[C:2]1[CH:7]=[C:6]([C:8]2[CH:13]=[CH:12][CH:11]=[CH:10][CH:9]=2)[N:5]=[C:4]([NH:14][C:15](=[O:32])[CH2:16][CH2:17][C:18]([C:20]2[CH:25]=[CH:24][C:23]([O:26][CH2:27][CH3:28])=[C:22]([O:29][CH2:30][CH3:31])[CH:21]=2)=[O:19])[CH:3]=1.C1(C2C=CC=CC=2)C=CC=CC=1P(C1CCCCC1)C1CCCCC1.C(=O)([O-])[O-].[K+].[K+].[CH3:64][O:65][C:66]1[CH:71]=[CH:70][CH:69]=[CH:68][C:67]=1B(O)O, predict the reaction product. The product is: [CH2:30]([O:29][C:22]1[CH:21]=[C:20]([C:18](=[O:19])[CH2:17][CH2:16][C:15]([NH:14][C:4]2[CH:3]=[C:2]([C:67]3[CH:68]=[CH:69][CH:70]=[CH:71][C:66]=3[O:65][CH3:64])[CH:7]=[C:6]([C:8]3[CH:13]=[CH:12][CH:11]=[CH:10][CH:9]=3)[N:5]=2)=[O:32])[CH:25]=[CH:24][C:23]=1[O:26][CH2:27][CH3:28])[CH3:31]. (2) Given the reactants C([O:5][C:6](=[O:38])[CH2:7][O:8][C:9]1[C:14]2[CH2:15][CH2:16][CH2:17][CH2:18][CH:19]([N:20](C)[S:21]([C:24]3[CH:25]=[C:26]([C:30]4[CH:35]=[CH:34][C:33]([CH3:36])=[CH:32][CH:31]=4)[CH:27]=[CH:28][CH:29]=3)(=[O:23])=[O:22])[C:13]=2[CH:12]=[CH:11][CH:10]=1)(C)(C)C.[OH-].[Na+], predict the reaction product. The product is: [CH3:36][C:33]1[CH:34]=[CH:35][C:30]([C:26]2[CH:27]=[CH:28][CH:29]=[C:24]([S:21]([NH:20][CH:19]3[C:13]4[CH:12]=[CH:11][CH:10]=[C:9]([O:8][CH2:7][C:6]([OH:38])=[O:5])[C:14]=4[CH2:15][CH2:16][CH2:17][CH2:18]3)(=[O:23])=[O:22])[CH:25]=2)=[CH:31][CH:32]=1. (3) The product is: [C:20]([O:19][C:17]([N:5]1[CH:6]([CH2:9][CH2:10][C:11]2[CH:12]=[CH:13][CH:14]=[CH:15][CH:16]=2)[CH2:7][O:8][CH:3]([C:2]([OH:26])=[O:1])[CH2:4]1)=[O:18])([CH3:23])([CH3:22])[CH3:21]. Given the reactants [OH:1][CH2:2][CH:3]1[O:8][CH2:7][CH:6]([CH2:9][CH2:10][C:11]2[CH:16]=[CH:15][CH:14]=[CH:13][CH:12]=2)[N:5]([C:17]([O:19][C:20]([CH3:23])([CH3:22])[CH3:21])=[O:18])[CH2:4]1.CC(C)=[O:26].OS(O)(=O)=O.O=[Cr](=O)=O, predict the reaction product. (4) Given the reactants [CH2:1]([C@H:8]([C:31](N1[C@@H](C(C)C)COC1=O)=[O:32])[C@@H:9]([CH:11]1[CH2:15][C@@H:14]([O:16][CH2:17][C:18]2[CH:23]=[CH:22][CH:21]=[CH:20][CH:19]=2)[CH2:13][N:12]1[C:24]([O:26][C:27]([CH3:30])([CH3:29])[CH3:28])=[O:25])[OH:10])[C:2]1[CH:7]=[CH:6][CH:5]=[CH:4][CH:3]=1.[OH:42]O.O[Li].O, predict the reaction product. The product is: [CH2:1]([C@@H:8]([C@@H:9]([CH:11]1[CH2:15][C@@H:14]([O:16][CH2:17][C:18]2[CH:23]=[CH:22][CH:21]=[CH:20][CH:19]=2)[CH2:13][N:12]1[C:24]([O:26][C:27]([CH3:29])([CH3:28])[CH3:30])=[O:25])[OH:10])[C:31]([OH:42])=[O:32])[C:2]1[CH:3]=[CH:4][CH:5]=[CH:6][CH:7]=1.